This data is from Experimentally validated miRNA-target interactions with 360,000+ pairs, plus equal number of negative samples. The task is: Binary Classification. Given a miRNA mature sequence and a target amino acid sequence, predict their likelihood of interaction. The miRNA is hsa-miR-6833-3p with sequence UUUCUCUCUCCACUUCCUCAG. The protein sequence of the target gene is MATQGHLTFKDVAIEFSQEEWKCLEPVQKALYKDVMLENYRNLVFLGISPKCVIKELPPTENSNTGERFQTVALERHQSYDIENLYFREIQKHLHDLEFQWKDGETNDKEVPVPHENNLTGKRDQHSQGDVENNHIENQLTSNFESRLAELQKVQTEGRLYECNETEKTGNNGCLVSPHIREKTYVCNECGKAFKASSSLINHQRIHTTEKPYKCNECGKAFHRASLLTVHKVVHTRGKSYQCDVCGKIFRKNSYFVRHQRSHTGQKPYICNECGKSFSKSSHLAVHQRIHTGEKPYKCN.... Result: 1 (interaction).